Dataset: NCI-60 drug combinations with 297,098 pairs across 59 cell lines. Task: Regression. Given two drug SMILES strings and cell line genomic features, predict the synergy score measuring deviation from expected non-interaction effect. (1) Drug 1: CC1CCC2CC(C(=CC=CC=CC(CC(C(=O)C(C(C(=CC(C(=O)CC(OC(=O)C3CCCCN3C(=O)C(=O)C1(O2)O)C(C)CC4CCC(C(C4)OC)O)C)C)O)OC)C)C)C)OC. Drug 2: CC1=C(N=C(N=C1N)C(CC(=O)N)NCC(C(=O)N)N)C(=O)NC(C(C2=CN=CN2)OC3C(C(C(C(O3)CO)O)O)OC4C(C(C(C(O4)CO)O)OC(=O)N)O)C(=O)NC(C)C(C(C)C(=O)NC(C(C)O)C(=O)NCCC5=NC(=CS5)C6=NC(=CS6)C(=O)NCCC[S+](C)C)O. Cell line: SN12C. Synergy scores: CSS=16.6, Synergy_ZIP=-3.45, Synergy_Bliss=-1.68, Synergy_Loewe=-4.37, Synergy_HSA=-1.96. (2) Drug 1: C1=CC(=CC=C1C#N)C(C2=CC=C(C=C2)C#N)N3C=NC=N3. Drug 2: C1CC(=O)NC(=O)C1N2C(=O)C3=CC=CC=C3C2=O. Cell line: SK-MEL-28. Synergy scores: CSS=-0.849, Synergy_ZIP=-0.648, Synergy_Bliss=-5.72, Synergy_Loewe=-4.06, Synergy_HSA=-6.36.